Task: Predict the product of the given reaction.. Dataset: Forward reaction prediction with 1.9M reactions from USPTO patents (1976-2016) (1) Given the reactants [C:1]([O:5][C:6]([N:8]1[CH2:13][CH2:12][N:11]([C:14]2[CH:19]=[CH:18][C:17]([C:20]([O:22]CC)=[O:21])=[CH:16][CH:15]=2)[CH2:10][CH2:9]1)=[O:7])([CH3:4])([CH3:3])[CH3:2].[OH-].[Na+], predict the reaction product. The product is: [C:1]([O:5][C:6]([N:8]1[CH2:13][CH2:12][N:11]([C:14]2[CH:15]=[CH:16][C:17]([C:20]([OH:22])=[O:21])=[CH:18][CH:19]=2)[CH2:10][CH2:9]1)=[O:7])([CH3:4])([CH3:2])[CH3:3]. (2) Given the reactants [CH2:1]([O:3][C:4](=[O:41])[CH2:5][CH2:6][CH2:7][O:8][C:9]1[CH:14]=[CH:13][CH:12]=[C:11]([CH2:15][CH2:16][CH2:17][CH2:18][CH2:19][CH2:20][O:21][C:22]2[CH:27]=[C:26]([C:28](=[O:32])[N:29]([CH3:31])[CH3:30])[CH:25]=[C:24](Br)[CH:23]=2)[C:10]=1[CH2:34][CH2:35][C:36]([O:38][CH2:39][CH3:40])=[O:37])[CH3:2].[F:42][C:43]1[CH:44]=[C:45](B(O)O)[CH:46]=[CH:47][C:48]=1[F:49].C(=O)([O-])[O-].[Cs+].[Cs+].C(COC)OC, predict the reaction product. The product is: [CH2:1]([O:3][C:4](=[O:41])[CH2:5][CH2:6][CH2:7][O:8][C:9]1[CH:14]=[CH:13][CH:12]=[C:11]([CH2:15][CH2:16][CH2:17][CH2:18][CH2:19][CH2:20][O:21][C:22]2[CH:23]=[C:24]([C:46]3[CH:45]=[CH:44][C:43]([F:42])=[C:48]([F:49])[CH:47]=3)[CH:25]=[C:26]([C:28](=[O:32])[N:29]([CH3:31])[CH3:30])[CH:27]=2)[C:10]=1[CH2:34][CH2:35][C:36]([O:38][CH2:39][CH3:40])=[O:37])[CH3:2]. (3) Given the reactants [CH3:1][O:2][C:3]1[CH:4]=[C:5]([C:11]2[C:12]([CH3:34])([CH3:33])[C:13](=[O:32])[N:14]([CH:16]3[CH2:21][CH2:20][N:19]([C:22]([C:24]4[CH:29]=[C:28]([OH:30])[CH:27]=[CH:26][C:25]=4[CH3:31])=[O:23])[CH2:18][CH2:17]3)[N:15]=2)[CH:6]=[CH:7][C:8]=1[O:9][CH3:10].[C:35](OC(O[C:35]([CH3:38])([CH3:37])[CH3:36])N(C)C)([CH3:38])([CH3:37])[CH3:36], predict the reaction product. The product is: [C:35]([O:30][C:28]1[CH:27]=[CH:26][C:25]([CH3:31])=[C:24]([C:22]([N:19]2[CH2:20][CH2:21][CH:16]([N:14]3[C:13](=[O:32])[C:12]([CH3:34])([CH3:33])[C:11]([C:5]4[CH:6]=[CH:7][C:8]([O:9][CH3:10])=[C:3]([O:2][CH3:1])[CH:4]=4)=[N:15]3)[CH2:17][CH2:18]2)=[O:23])[CH:29]=1)([CH3:38])([CH3:37])[CH3:36]. (4) The product is: [NH2:10][C:13]([CH3:15])([CH3:14])[CH2:3][CH2:2][C:1]([O:5][C:6]([CH3:9])([CH3:8])[CH3:7])=[O:4]. Given the reactants [C:1]([O:5][C:6]([CH3:9])([CH3:8])[CH3:7])(=[O:4])[CH:2]=[CH2:3].[N+:10]([CH:13]([CH3:15])[CH3:14])([O-])=O, predict the reaction product. (5) The product is: [C:1]([O:5][C:6]([NH:8][C:9]([CH3:14])([CH3:13])[C:10]([N:60]1[C:61]2[C:57](=[CH:56][C:55]([O:54][CH2:53][C:46]3[S:47][C:48]([C:49]([F:51])([F:50])[F:52])=[C:44]([C:38]4[CH:43]=[CH:42][CH:41]=[CH:40][CH:39]=4)[CH:45]=3)=[CH:63][CH:62]=2)[CH2:58][CH2:59]1)=[O:12])=[O:7])([CH3:2])([CH3:3])[CH3:4]. Given the reactants [C:1]([O:5][C:6]([NH:8][C:9]([CH3:14])([CH3:13])[C:10]([OH:12])=O)=[O:7])([CH3:4])([CH3:3])[CH3:2].C1C=CC2N(O)N=NC=2C=1.CCN=C=NCCCN(C)C.Cl.Cl.[C:38]1([C:44]2[CH:45]=[C:46]([CH2:53][O:54][C:55]3[CH:56]=[C:57]4[C:61](=[CH:62][CH:63]=3)[NH:60][CH2:59][CH2:58]4)[S:47][C:48]=2[C:49]([F:52])([F:51])[F:50])[CH:43]=[CH:42][CH:41]=[CH:40][CH:39]=1, predict the reaction product. (6) Given the reactants [OH:1][C:2]1([CH2:20][N:21]([CH3:31])[C:22]2[CH:30]=[CH:29][C:25]([C:26]([OH:28])=[O:27])=[CH:24][CH:23]=2)[CH2:7][CH2:6][N:5]([CH2:8][CH2:9][C:10]2[CH:15]=[CH:14][C:13]([S:16]([CH3:19])(=[O:18])=[O:17])=[CH:12][CH:11]=2)[CH2:4][CH2:3]1.[ClH:32], predict the reaction product. The product is: [ClH:32].[OH:1][C:2]1([CH2:20][N:21]([CH3:31])[C:22]2[CH:23]=[CH:24][C:25]([C:26]([OH:28])=[O:27])=[CH:29][CH:30]=2)[CH2:7][CH2:6][N:5]([CH2:8][CH2:9][C:10]2[CH:11]=[CH:12][C:13]([S:16]([CH3:19])(=[O:17])=[O:18])=[CH:14][CH:15]=2)[CH2:4][CH2:3]1. (7) Given the reactants [C:1]([C:5]1[N:6]([CH3:11])[CH:7]=[C:8](I)[N:9]=1)([CH3:4])([CH3:3])[CH3:2].CC[Mg+].[Br-].CCOCC.[CH3:21][Sn:22](Cl)([CH3:24])[CH3:23].C1COCC1, predict the reaction product. The product is: [C:1]([C:5]1[N:6]([CH3:11])[CH:7]=[C:8]([Sn:22]([CH3:24])([CH3:23])[CH3:21])[N:9]=1)([CH3:4])([CH3:3])[CH3:2].